Dataset: Full USPTO retrosynthesis dataset with 1.9M reactions from patents (1976-2016). Task: Predict the reactants needed to synthesize the given product. (1) The reactants are: [CH3:1][C:2]1[C:6]([C:7]2[N:11]([C:12]3[CH:17]=[CH:16][C:15]([O:18]C)=[CH:14][C:13]=3[CH3:20])[C:10]3[CH:21]=[CH:22][CH:23]=[CH:24][C:9]=3[N:8]=2)=[C:5]([CH3:25])[O:4][N:3]=1.B(Br)(Br)Br. Given the product [CH3:1][C:2]1[C:6]([C:7]2[N:11]([C:12]3[CH:17]=[CH:16][C:15]([OH:18])=[CH:14][C:13]=3[CH3:20])[C:10]3[CH:21]=[CH:22][CH:23]=[CH:24][C:9]=3[N:8]=2)=[C:5]([CH3:25])[O:4][N:3]=1, predict the reactants needed to synthesize it. (2) Given the product [CH3:8][CH:4]1[CH2:5][CH2:6][CH2:7][CH:2]([CH3:1])[O:20][C:3]1=[O:9], predict the reactants needed to synthesize it. The reactants are: [CH3:1][CH:2]1[CH2:7][CH2:6][CH2:5][CH:4]([CH3:8])[C:3]1=[O:9].O.O.O.O.O.O.C(O[O-])(=O)C1C(=CC=CC=1)C([O-])=[O:20].[Mg+2].C(=O)(O)[O-].[Na+]. (3) Given the product [Cl:21][C:14]1[CH:15]=[C:16]([C:19]#[N:20])[CH:17]=[CH:18][C:13]=1[C:5]1([C:3]([OH:4])=[O:2])[N:9]2[CH:10]=[N:11][CH:12]=[C:8]2[CH2:7][CH2:6]1, predict the reactants needed to synthesize it. The reactants are: C[O:2][C:3]([C:5]1([C:13]2[CH:18]=[CH:17][C:16]([C:19]#[N:20])=[CH:15][C:14]=2[Cl:21])[N:9]2[CH:10]=[N:11][CH:12]=[C:8]2[CH2:7][CH2:6]1)=[O:4].[Li+].[OH-].Cl. (4) Given the product [C:49]1([C:46]([NH:55][C:10]([C:8]2[CH:7]=[CH:6][CH:5]=[C:4]3[C:9]=2[NH:1][N:2]=[CH:3]3)=[O:12])([CH3:48])[CH3:47])[CH:54]=[CH:53][CH:52]=[CH:51][CH:50]=1, predict the reactants needed to synthesize it. The reactants are: [NH:1]1[C:9]2[C:4](=[CH:5][CH:6]=[CH:7][C:8]=2[C:10]([OH:12])=O)[CH:3]=[N:2]1.CN(C(ON1N=NC2C=CC=NC1=2)=[N+](C)C)C.F[P-](F)(F)(F)(F)F.CCN(C(C)C)C(C)C.[C:46]([NH2:55])([C:49]1[CH:54]=[CH:53][CH:52]=[CH:51][CH:50]=1)([CH3:48])[CH3:47]. (5) Given the product [CH3:20][CH:7]1[CH2:8][CH2:9][CH2:10][CH2:11][CH2:12][CH2:13][CH2:14][CH2:15][CH2:16][CH2:17][CH2:18][CH2:19][C:5](=[O:4])[CH2:6]1.[C:1]([O:4][C:5]1[CH2:19][CH2:18][CH2:17][CH2:16][CH2:15][CH2:14][CH2:13][CH2:12][CH2:11][CH2:10][CH2:9][CH2:8][CH:7]([CH3:20])[CH:6]=1)(=[O:3])[CH3:2], predict the reactants needed to synthesize it. The reactants are: [C:1]([O:4][C:5]1[CH2:19][CH2:18][CH2:17][CH2:16][CH2:15][CH2:14][CH2:13][CH2:12][CH2:11][CH2:10][CH2:9][CH2:8][CH:7]([CH3:20])[CH:6]=1)(=[O:3])[CH3:2].CCCCCC. (6) Given the product [F:1][C:2]1[CH:18]=[CH:17][C:5]([O:6][C:7]2[CH:14]=[CH:13][C:12]([CH2:15][O:16][C:24]3[CH:36]=[C:28]4[N:29]([CH3:35])[C:30]([CH3:34])([CH3:33])[CH2:31][CH2:32][N:27]4[C:26](=[O:37])[N:25]=3)=[CH:11][C:8]=2[C:9]#[N:10])=[CH:4][C:3]=1[C:19]([F:20])([F:21])[F:22], predict the reactants needed to synthesize it. The reactants are: [F:1][C:2]1[CH:18]=[CH:17][C:5]([O:6][C:7]2[CH:14]=[CH:13][C:12]([CH2:15][OH:16])=[CH:11][C:8]=2[C:9]#[N:10])=[CH:4][C:3]=1[C:19]([F:22])([F:21])[F:20].Cl[C:24]1[CH:36]=[C:28]2[N:29]([CH3:35])[C:30]([CH3:34])([CH3:33])[CH2:31][CH2:32][N:27]2[C:26](=[O:37])[N:25]=1. (7) Given the product [Br-:1].[Br-:1].[CH2:2]([N+:15]1[CH:20]=[CH:19][CH:18]=[CH:17][CH:16]=1)[CH2:3][CH2:4][CH2:5][CH2:6][CH2:7][CH2:8][CH2:9][CH2:10][CH2:11][CH2:12][CH2:13][N+:15]1[CH:20]=[CH:19][CH:18]=[CH:17][CH:16]=1, predict the reactants needed to synthesize it. The reactants are: [Br:1][CH2:2][CH2:3][CH2:4][CH2:5][CH2:6][CH2:7][CH2:8][CH2:9][CH2:10][CH2:11][CH2:12][CH2:13]Br.[N:15]1[CH:20]=[CH:19][CH:18]=[CH:17][CH:16]=1.